This data is from Peptide-MHC class II binding affinity with 134,281 pairs from IEDB. The task is: Regression. Given a peptide amino acid sequence and an MHC pseudo amino acid sequence, predict their binding affinity value. This is MHC class II binding data. (1) The peptide sequence is YDKFLANVSHVLTGK. The MHC is DRB1_0701 with pseudo-sequence DRB1_0701. The binding affinity (normalized) is 0.773. (2) The peptide sequence is KRKLRTLILAPTRVV. The MHC is DRB1_1302 with pseudo-sequence DRB1_1302. The binding affinity (normalized) is 0.808. (3) The peptide sequence is SLYNTVATLYCVHQRIDV. The MHC is DRB1_0101 with pseudo-sequence DRB1_0101. The binding affinity (normalized) is 0.464. (4) The peptide sequence is FNNFTVSFWLRVPKV. The MHC is HLA-DPA10103-DPB10401 with pseudo-sequence HLA-DPA10103-DPB10401. The binding affinity (normalized) is 1.00.